From a dataset of Full USPTO retrosynthesis dataset with 1.9M reactions from patents (1976-2016). Predict the reactants needed to synthesize the given product. (1) Given the product [NH2:1][C@H:2]([C:8]([O-:10])=[O:9])[CH2:3][CH2:4][C:5]([O-:7])=[O:6].[Ba+2:31], predict the reactants needed to synthesize it. The reactants are: [NH2:1][C@H:2]([C:8]([O-:10])=[O:9])[CH2:3][CH2:4][C:5]([O-:7])=[O:6].[Sr+2].N[C@H](C(O)=O)CCC(O)=O.O.O.O.O.O.O.O.O.[OH-].[Ba+2:31].[OH-]. (2) Given the product [I:17][C:6]1[N:5]2[N:9]=[C:10]([C:12]3([CH2:15][OH:16])[CH2:14][CH2:13]3)[N:11]=[C:4]2[C:3]([O:2][CH3:1])=[CH:8][CH:7]=1, predict the reactants needed to synthesize it. The reactants are: [CH3:1][O:2][C:3]1[C:4]2[N:5]([N:9]=[C:10]([C:12]3([CH2:15][OH:16])[CH2:14][CH2:13]3)[N:11]=2)[CH:6]=[CH:7][CH:8]=1.[I:17]N1C(=O)CCC1=O.B(F)(F)F.O.O.C([O-])(O)=O.[Na+].[O-]S([O-])(=S)=O.[Na+].[Na+]. (3) Given the product [NH2:1][C:2]1[N:10]=[C:9]([NH:11][CH2:12][CH2:13][CH2:14][CH3:15])[N:8]=[C:7]2[C:3]=1[N:4]=[C:5]([Br:30])[N:6]2[CH2:16][C:17]1[CH:18]=[C:19]([CH2:23][P:24]([CH3:29])(=[O:28])[O:25][CH2:26][CH3:27])[CH:20]=[CH:21][CH:22]=1, predict the reactants needed to synthesize it. The reactants are: [NH2:1][C:2]1[N:10]=[C:9]([NH:11][CH2:12][CH2:13][CH2:14][CH3:15])[N:8]=[C:7]2[C:3]=1[N:4]=[CH:5][N:6]2[CH2:16][C:17]1[CH:18]=[C:19]([CH2:23][P:24]([CH3:29])(=[O:28])[O:25][CH2:26][CH3:27])[CH:20]=[CH:21][CH:22]=1.[Br:30]Br. (4) Given the product [F:34][C:31]1[CH:32]=[CH:33][C:28]([C:25]2[C:24]3[CH:35]=[CH:36][C:21]([O:20][CH2:15][C:14]#[C:13][C:10]4[CH:9]=[CH:8][C:7]([CH2:6][C@H:5]([O:17][CH3:18])[C:4]([OH:3])=[O:19])=[CH:12][CH:11]=4)=[CH:22][C:23]=3[O:27][CH:26]=2)=[CH:29][CH:30]=1, predict the reactants needed to synthesize it. The reactants are: C([O:3][C:4](=[O:19])[C@@H:5]([O:17][CH3:18])[CH2:6][C:7]1[CH:12]=[CH:11][C:10]([C:13]#[C:14][CH2:15]Cl)=[CH:9][CH:8]=1)C.[OH:20][C:21]1[CH:36]=[CH:35][C:24]2[C:25]([C:28]3[CH:33]=[CH:32][C:31]([F:34])=[CH:30][CH:29]=3)=[CH:26][O:27][C:23]=2[CH:22]=1. (5) Given the product [CH2:23]([NH:30][C:19]([C:15]1[S:14][C:13]([N:10]2[CH:11]=[CH:12][C:7]([O:6][CH2:5][CH2:4][CH:1]3[CH2:2][CH2:3]3)=[CH:8][C:9]2=[O:22])=[N:17][C:16]=1[CH3:18])=[O:21])[C:24]1[CH:29]=[CH:28][CH:27]=[CH:26][CH:25]=1, predict the reactants needed to synthesize it. The reactants are: [CH:1]1([CH2:4][CH2:5][O:6][C:7]2[CH:12]=[CH:11][N:10]([C:13]3[S:14][C:15]([C:19]([OH:21])=O)=[C:16]([CH3:18])[N:17]=3)[C:9](=[O:22])[CH:8]=2)[CH2:3][CH2:2]1.[CH2:23]([NH2:30])[C:24]1[CH:29]=[CH:28][CH:27]=[CH:26][CH:25]=1.